From a dataset of Catalyst prediction with 721,799 reactions and 888 catalyst types from USPTO. Predict which catalyst facilitates the given reaction. Reactant: [Br:1][C:2]1[CH:3]=[C:4]([OH:8])[CH:5]=[N:6][CH:7]=1.[C:9]1(P([C:9]2[CH:14]=[CH:13][CH:12]=[CH:11][CH:10]=2)[C:9]2[CH:14]=[CH:13][CH:12]=[CH:11][CH:10]=2)[CH:14]=[CH:13][CH:12]=[CH:11][CH:10]=1.C1(O)CCCCC1.N(/C(OCC1C=CC(Cl)=CC=1)=O)=N\C(OCC1C=CC(Cl)=CC=1)=O. Product: [Br:1][C:2]1[CH:7]=[N:6][CH:5]=[C:4]([O:8][CH:9]2[CH2:14][CH2:13][CH2:12][CH2:11][CH2:10]2)[CH:3]=1. The catalyst class is: 1.